This data is from Forward reaction prediction with 1.9M reactions from USPTO patents (1976-2016). The task is: Predict the product of the given reaction. (1) Given the reactants B(Br)(Br)Br.ClCCl.ClCCl.[CH2:11]([N:13]1[C:19](=[O:20])[C:18]([CH3:22])([CH3:21])[C:17](=[O:23])[N:16]([CH3:24])[C:15]2[CH:25]=[C:26]([O:29]C)[CH:27]=[CH:28][C:14]1=2)[CH3:12].O, predict the reaction product. The product is: [CH2:11]([N:13]1[C:19](=[O:20])[C:18]([CH3:22])([CH3:21])[C:17](=[O:23])[N:16]([CH3:24])[C:15]2[CH:25]=[C:26]([OH:29])[CH:27]=[CH:28][C:14]1=2)[CH3:12]. (2) Given the reactants [CH2:1]([O:8][CH2:9][CH2:10][CH2:11][CH2:12][CH2:13][OH:14])[C:2]1[CH:7]=[CH:6][CH:5]=[CH:4][CH:3]=1.[H-].[Na+].Br[CH2:18][CH:19]=[CH2:20], predict the reaction product. The product is: [CH2:20]([O:14][CH2:13][CH2:12][CH2:11][CH2:10][CH2:9][O:8][CH2:1][C:2]1[CH:7]=[CH:6][CH:5]=[CH:4][CH:3]=1)[CH:19]=[CH2:18]. (3) Given the reactants [NH2:1][C:2]1[N:7]=[C:6]([C:8]([OH:10])=O)[CH:5]=[CH:4][CH:3]=1.Cl.[CH3:12][CH:13]([CH3:24])[CH2:14][CH:15]([C:18]1[CH:23]=[CH:22][CH:21]=[CH:20][CH:19]=1)[CH2:16][NH2:17].C1CN([P+](ON2N=NC3C=CC=CC2=3)(N2CCCC2)N2CCCC2)CC1.F[P-](F)(F)(F)(F)F, predict the reaction product. The product is: [CH3:12][CH:13]([CH3:24])[CH2:14][CH:15]([C:18]1[CH:23]=[CH:22][CH:21]=[CH:20][CH:19]=1)[CH2:16][NH:17][C:8]([C:6]1[CH:5]=[CH:4][CH:3]=[C:2]([NH2:1])[N:7]=1)=[O:10]. (4) Given the reactants [N:1]1[CH:6]=[C:5]([C@@H:7]2[CH2:12][CH2:11][CH2:10][N:8]2[CH3:9])[CH:4]=[CH:3][CH:2]=1.[Br:13][CH2:14][CH2:15][CH2:16][CH2:17][CH2:18][CH2:19][CH:20]1[CH2:23][CH2:22][CH2:21]1, predict the reaction product. The product is: [BrH:13].[Br-:13].[CH:20]1([CH2:19][CH2:18][CH2:17][CH2:16][CH2:15][CH2:14][N+:1]2[CH:2]=[CH:3][CH:4]=[C:5]([C@@H:7]3[CH2:12][CH2:11][CH2:10][N:8]3[CH3:9])[CH:6]=2)[CH2:23][CH2:22][CH2:21]1. (5) Given the reactants C(O[C:4]1[CH2:8][CH2:7][C:6](=[O:9])[CH:5]=1)C.[CH2:10]([Mg]Br)[CH2:11][CH:12]=[CH2:13].Cl, predict the reaction product. The product is: [CH2:13]([C:4]1[CH2:8][CH2:7][C:6](=[O:9])[CH:5]=1)[CH2:12][CH:11]=[CH2:10]. (6) Given the reactants [CH3:1][C:2]1[S:3][CH:4]=[CH:5][C:6]=1[C:7]([OH:9])=O.Cl.[F:11][C:12]1[CH:17]=[CH:16][C:15]([C:18]2[N:22]=[C:21]([C@H:23]3[CH2:28][CH2:27][CH2:26][NH:25][CH2:24]3)[O:20][N:19]=2)=[CH:14][CH:13]=1, predict the reaction product. The product is: [F:11][C:12]1[CH:17]=[CH:16][C:15]([C:18]2[N:22]=[C:21]([C@H:23]3[CH2:28][CH2:27][CH2:26][N:25]([C:7]([C:6]4[CH:5]=[CH:4][S:3][C:2]=4[CH3:1])=[O:9])[CH2:24]3)[O:20][N:19]=2)=[CH:14][CH:13]=1.